This data is from Forward reaction prediction with 1.9M reactions from USPTO patents (1976-2016). The task is: Predict the product of the given reaction. (1) Given the reactants [CH3:1]N(C)C=O.[Cl:6][C:7]1[C:8]([C:13]2[CH:14]=[C:15]3[C:19](=[CH:20][CH:21]=2)[NH:18][N:17]=[C:16]3[N:22]2[C:30](=[O:31])[C:29]3[C:24](=[CH:25][CH:26]=[CH:27][CH:28]=3)[C:23]2=[O:32])=[N:9][CH:10]=[CH:11][CH:12]=1.C(=O)([O-])[O-].[Cs+].[Cs+].CI, predict the reaction product. The product is: [Cl:6][C:7]1[C:8]([C:13]2[CH:14]=[C:15]3[C:19](=[CH:20][CH:21]=2)[N:18]([CH3:1])[N:17]=[C:16]3[N:22]2[C:23](=[O:32])[C:24]3[C:29](=[CH:28][CH:27]=[CH:26][CH:25]=3)[C:30]2=[O:31])=[N:9][CH:10]=[CH:11][CH:12]=1. (2) The product is: [CH:1]1[C:3]2[CH:4]=[C:2]([C:3]3[CH:4]=[CH:3][C:2]([B:6]([OH:11])[OH:7])=[CH:1][CH:4]=3)[C:1]3[C:1](=[CH:1][CH:2]=[CH:3][CH:4]=3)[C:2]=2[CH:4]=[CH:3][CH:2]=1. Given the reactants [CH2:1]([Li])[CH2:2][CH2:3][CH3:4].[B:6]([O:11]C)(OC)[O:7]C.Cl, predict the reaction product. (3) The product is: [Br:1][C:2]1[CH:3]=[CH:4][C:5]([N:9]2[CH2:14][CH2:13][NH:12][CH2:11][CH2:10]2)=[N:6][CH:7]=1. Given the reactants [Br:1][C:2]1[CH:3]=[CH:4][C:5](Cl)=[N:6][CH:7]=1.[NH:9]1[CH2:14][CH2:13][NH:12][CH2:11][CH2:10]1, predict the reaction product. (4) Given the reactants [F:1][C:2]1[CH:9]=[C:8]([C:10]2[CH:15]=[CH:14][N:13]=[C:12]3[NH:16][C:17]([C:19]4[CH:20]=[N:21][N:22]([CH3:24])[CH:23]=4)=[N:18][C:11]=23)[CH:7]=[CH:6][C:3]=1[CH2:4][NH2:5].[CH3:25][C:26]([CH3:34])([CH3:33])[CH2:27][CH2:28][CH2:29][C:30](O)=[O:31], predict the reaction product. The product is: [F:1][C:2]1[CH:9]=[C:8]([C:10]2[CH:15]=[CH:14][N:13]=[C:12]3[NH:16][C:17]([C:19]4[CH:20]=[N:21][N:22]([CH3:24])[CH:23]=4)=[N:18][C:11]=23)[CH:7]=[CH:6][C:3]=1[CH2:4][NH:5][C:30](=[O:31])[CH2:29][CH2:28][CH2:27][C:26]([CH3:34])([CH3:33])[CH3:25]. (5) The product is: [OH:5][CH2:4][C:3]([N:7]1[CH:11]=[C:10]([C:12]2[C:24]3[C:23]4[C:18](=[CH:19][CH:20]=[CH:21][CH:22]=4)[C:17]([OH:29])([C:25]([F:28])([F:26])[F:27])[C:16]=3[CH:15]=[C:14]([CH3:30])[CH:13]=2)[CH:9]=[N:8]1)([CH2:31][OH:32])[CH2:2][OH:1]. Given the reactants [OH:1][CH2:2][C:3]([CH2:31][OH:32])([N:7]1[CH:11]=[C:10]([C:12]2[C:24]3[C:23]4[C:18](=[CH:19][CH:20]=[CH:21][CH:22]=4)[C:17]([OH:29])([C:25]([F:28])([F:27])[F:26])[C:16]=3[CH:15]=[C:14]([CH3:30])[CH:13]=2)[CH:9]=[N:8]1)[C:4](O)=[O:5].C(O)C.O.C(=O)([O-])O.[Na+], predict the reaction product. (6) Given the reactants [CH2:1]([O:3][C:4]([C:6]1[CH:7]=[C:8]([C:11]([OH:13])=O)[S:9][CH:10]=1)=[O:5])[CH3:2].CN(C)CCCN=C=NCC.Cl.[CH3:26][C:27]1[CH:28]=[C:29]([CH:32]=[C:33]([CH3:35])[CH:34]=1)[CH2:30][NH2:31], predict the reaction product. The product is: [CH2:1]([O:3][C:4]([C:6]1[CH:7]=[C:8]([C:11](=[O:13])[NH:31][CH2:30][C:29]2[CH:32]=[C:33]([CH3:35])[CH:34]=[C:27]([CH3:26])[CH:28]=2)[S:9][CH:10]=1)=[O:5])[CH3:2]. (7) Given the reactants [I:1][C:2]1[CH:7]=[CH:6][NH:5][C:4](=[O:8])[CH:3]=1.[CH:9]1(B(O)O)[CH2:11][CH2:10]1.C([O-])([O-])=O.[Na+].[Na+], predict the reaction product. The product is: [CH:9]1([N:5]2[CH:6]=[CH:7][C:2]([I:1])=[CH:3][C:4]2=[O:8])[CH2:11][CH2:10]1. (8) Given the reactants CN([P+](ON1N=NC2C=CC=CC1=2)(N(C)C)N(C)C)C.F[P-](F)(F)(F)(F)F.[NH2:28][C:29]1[N:37]=[CH:36][CH:35]=[CH:34][C:30]=1[C:31]([OH:33])=O.[CH2:38]([C:45]1[CH:52]=[CH:51][C:48]([CH2:49][NH2:50])=[CH:47][CH:46]=1)[CH2:39][CH2:40][CH2:41][CH2:42][CH2:43][CH3:44].C(=O)(O)[O-].[Na+], predict the reaction product. The product is: [CH2:38]([C:45]1[CH:46]=[CH:47][C:48]([CH2:49][NH:50][C:31](=[O:33])[C:30]2[CH:34]=[CH:35][CH:36]=[N:37][C:29]=2[NH2:28])=[CH:51][CH:52]=1)[CH2:39][CH2:40][CH2:41][CH2:42][CH2:43][CH3:44]. (9) Given the reactants [NH:1]1[C:9]2[C:4](=[CH:5][CH:6]=[CH:7][CH:8]=2)[CH2:3][C:2]1=[O:10].[C:11](Cl)(=[O:18])[C:12]1[CH:17]=[CH:16][CH:15]=[CH:14][CH:13]=1, predict the reaction product. The product is: [C:11]([C:6]1[CH:5]=[C:4]2[C:9](=[CH:8][CH:7]=1)[NH:1][C:2](=[O:10])[CH2:3]2)(=[O:18])[C:12]1[CH:17]=[CH:16][CH:15]=[CH:14][CH:13]=1. (10) Given the reactants [F:1][C:2]1[CH:7]=[C:6]([F:8])[CH:5]=[CH:4][C:3]=1[C:9]1[C:13]([C:14]2[CH:15]=[CH:16][C:17]3[N:18]([C:20]([CH:23]([CH3:25])[CH3:24])=[N:21][N:22]=3)[N:19]=2)=[CH:12][N:11]([CH:26]2[CH2:31][CH2:30][NH:29][CH2:28][CH2:27]2)[N:10]=1.C([O-])([O-])=O.[K+].[K+].Br[CH2:39][CH2:40][O:41][CH3:42], predict the reaction product. The product is: [F:1][C:2]1[CH:7]=[C:6]([F:8])[CH:5]=[CH:4][C:3]=1[C:9]1[C:13]([C:14]2[CH:15]=[CH:16][C:17]3[N:18]([C:20]([CH:23]([CH3:24])[CH3:25])=[N:21][N:22]=3)[N:19]=2)=[CH:12][N:11]([CH:26]2[CH2:31][CH2:30][N:29]([CH2:39][CH2:40][O:41][CH3:42])[CH2:28][CH2:27]2)[N:10]=1.